Dataset: Full USPTO retrosynthesis dataset with 1.9M reactions from patents (1976-2016). Task: Predict the reactants needed to synthesize the given product. Given the product [O:50]=[C:49]([N:51]1[CH2:52][CH2:53][N:54]([C:57](=[O:68])[C:58]2[CH:63]=[CH:62][CH:61]=[CH:60][C:59]=2[C:64]([F:67])([F:65])[F:66])[CH2:55][CH2:56]1)[CH2:48][NH:47][C:41](=[O:43])[C:40]1[CH:39]=[CH:38][C:37]([C:33]2[CH:34]=[CH:35][CH:36]=[CH:2][N:3]=2)=[CH:45][CH:44]=1, predict the reactants needed to synthesize it. The reactants are: C[CH2:2][N:3](C(C)C)C(C)C.C1C=CC2N(O)N=NC=2C=1.CCN=C=NCCCN(C)C.N1[CH:36]=[CH:35][CH:34]=[C:33]([C:37]2[CH:45]=[CH:44][C:40]([C:41]([OH:43])=O)=[CH:39][CH:38]=2)C=1.Cl.[NH2:47][CH2:48][C:49]([N:51]1[CH2:56][CH2:55][N:54]([C:57](=[O:68])[C:58]2[CH:63]=[CH:62][CH:61]=[CH:60][C:59]=2[C:64]([F:67])([F:66])[F:65])[CH2:53][CH2:52]1)=[O:50].Cl.CO.